This data is from Full USPTO retrosynthesis dataset with 1.9M reactions from patents (1976-2016). The task is: Predict the reactants needed to synthesize the given product. (1) Given the product [CH3:8][C:2]([C:9]1[CH:10]=[CH:11][C:12]([C:15](=[O:33])[NH:16][C:17]2[CH:22]=[C:21]([C:23]3[CH:24]=[CH:25][CH:26]=[CH:27][CH:28]=3)[N:20]3[N:29]=[C:30]([CH3:32])[CH:31]=[C:19]3[N:18]=2)=[CH:13][CH:14]=1)([CH3:1])[CH2:3][C:4]([OH:6])=[O:5], predict the reactants needed to synthesize it. The reactants are: [CH3:1][C:2]([C:9]1[CH:14]=[CH:13][C:12]([C:15](=[O:33])[NH:16][C:17]2[CH:22]=[C:21]([C:23]3[CH:28]=[CH:27][CH:26]=[CH:25][CH:24]=3)[N:20]3[N:29]=[C:30]([CH3:32])[CH:31]=[C:19]3[N:18]=2)=[CH:11][CH:10]=1)([CH3:8])[CH2:3][C:4]([O:6]C)=[O:5].[OH-].[Li+]. (2) The reactants are: [F:1][C:2]1[CH:3]=[N:4][C:5]2[C:10]([C:11]=1[CH2:12][CH2:13][C:14]13[CH2:21][CH2:20][C:17]([NH:22][C:23](=[O:29])[O:24][C:25]([CH3:28])([CH3:27])[CH3:26])([CH2:18][CH2:19]1)[CH2:16][O:15]3)=[N:9][C:8]([OH:30])=[CH:7][CH:6]=2.Br[CH2:32][CH2:33][CH2:34][CH2:35][C:36]([O:38][CH2:39][CH3:40])=[O:37]. Given the product [C:25]([O:24][C:23]([NH:22][C:17]12[CH2:18][CH2:19][C:14]([CH2:13][CH2:12][C:11]3[C:2]([F:1])=[CH:3][N:4]=[C:5]4[C:10]=3[N:9]=[C:8]([O:30][CH2:32][CH2:33][CH2:34][CH2:35][C:36]([O:38][CH2:39][CH3:40])=[O:37])[CH:7]=[CH:6]4)([CH2:21][CH2:20]1)[O:15][CH2:16]2)=[O:29])([CH3:27])([CH3:26])[CH3:28], predict the reactants needed to synthesize it.